This data is from Peptide-MHC class II binding affinity with 134,281 pairs from IEDB. The task is: Regression. Given a peptide amino acid sequence and an MHC pseudo amino acid sequence, predict their binding affinity value. This is MHC class II binding data. (1) The peptide sequence is LVVLSELPDFLAKKG. The MHC is DRB1_1301 with pseudo-sequence DRB1_1301. The binding affinity (normalized) is 0.254. (2) The peptide sequence is VPEKYTIGATYAPEE. The MHC is DRB1_1602 with pseudo-sequence DRB1_1602. The binding affinity (normalized) is 0.353. (3) The peptide sequence is GFTRRFKFLLNISYL. The MHC is DRB1_0404 with pseudo-sequence DRB1_0404. The binding affinity (normalized) is 0.760.